Dataset: Catalyst prediction with 721,799 reactions and 888 catalyst types from USPTO. Task: Predict which catalyst facilitates the given reaction. (1) Reactant: [F:1][C:2]1[C:10]([C:11]([F:14])([F:13])[F:12])=[CH:9][CH:8]=[CH:7][C:3]=1[C:4](O)=[O:5].O=S(Cl)Cl.Cl.[CH3:20][NH:21][O:22][CH3:23].N1C=CC=CC=1. Product: [F:1][C:2]1[C:10]([C:11]([F:14])([F:13])[F:12])=[CH:9][CH:8]=[CH:7][C:3]=1[C:4]([N:21]([O:22][CH3:23])[CH3:20])=[O:5]. The catalyst class is: 2. (2) Reactant: Br[C:2]1[CH:10]=[C:9]([F:11])[C:8]([O:12][CH3:13])=[C:7]2[C:3]=1[C:4](=[O:15])[C:5](=[O:14])[NH:6]2.[F:16][C:17]1[CH:22]=[CH:21][C:20](B(O)O)=[CH:19][CH:18]=1.C(=O)([O-])[O-].[Cs+].[Cs+]. Product: [F:11][C:9]1[C:8]([O:12][CH3:13])=[C:7]2[C:3]([C:4](=[O:15])[C:5](=[O:14])[NH:6]2)=[C:2]([C:20]2[CH:21]=[CH:22][C:17]([F:16])=[CH:18][CH:19]=2)[CH:10]=1. The catalyst class is: 688. (3) Reactant: [Br:1][C:2]1[CH:3]=[C:4]([C:8]2[CH:24]=[C:11]3[N:12]=[C:13]([CH3:23])[C:14]([CH:17]([OH:22])[C:18]([O:20][CH3:21])=[O:19])=[C:15]([I:16])[N:10]3[N:9]=2)[CH:5]=[CH:6][CH:7]=1.CC(OI1(OC(C)=O)(OC(C)=O)OC(=O)C2C=CC=CC1=2)=O. Product: [Br:1][C:2]1[CH:3]=[C:4]([C:8]2[CH:24]=[C:11]3[N:12]=[C:13]([CH3:23])[C:14]([C:17](=[O:22])[C:18]([O:20][CH3:21])=[O:19])=[C:15]([I:16])[N:10]3[N:9]=2)[CH:5]=[CH:6][CH:7]=1. The catalyst class is: 124. (4) Reactant: CO[C:3](=O)[NH:4][C:5]1[NH:9][C:8]2[CH:10]=[C:11]([C:14]3[CH:15]=[CH:16][C:17]4[O:23][CH2:22][CH2:21][N:20]([C:24]5[C:33]6[C:28](=[CH:29][CH:30]=[CH:31][CH:32]=6)[N:27]=[CH:26][CH:25]=5)[CH2:19][C:18]=4[CH:34]=3)[CH:12]=[CH:13][C:7]=2[N:6]=1.F[P-](F)(F)(F)(F)F.Cl[C:44](N(C)C)=[N+](C)C.CN1CCOCC1. Product: [CH3:44][N:4]([CH3:3])[C:5]1[NH:9][C:8]2[CH:10]=[C:11]([C:14]3[CH:15]=[CH:16][C:17]4[O:23][CH2:22][CH2:21][N:20]([C:24]5[C:33]6[C:28](=[CH:29][CH:30]=[CH:31][CH:32]=6)[N:27]=[CH:26][CH:25]=5)[CH2:19][C:18]=4[CH:34]=3)[CH:12]=[CH:13][C:7]=2[N:6]=1. The catalyst class is: 42. (5) Reactant: C[O:2][C:3]1[CH:22]=[CH:21][C:6]([O:7][C:8]2[CH:13]=[CH:12][N:11]=[C:10]([NH:14][C:15]3[S:16][CH:17]=[C:18]([CH3:20])[N:19]=3)[CH:9]=2)=[CH:5][CH:4]=1.BrB(Br)Br.CC(=CC)C.C([O-])(O)=O.[Na+]. The catalyst class is: 229. Product: [CH3:20][C:18]1[N:19]=[C:15]([NH:14][C:10]2[CH:9]=[C:8]([O:7][C:6]3[CH:21]=[CH:22][C:3]([OH:2])=[CH:4][CH:5]=3)[CH:13]=[CH:12][N:11]=2)[S:16][CH:17]=1. (6) Reactant: [C:1]([O:5][CH2:6][CH3:7])(=[O:4])[CH2:2][SH:3].C(N(CC)CC)C.Cl[C:16]1[C:21]([C:22]#[N:23])=[C:20]([NH:24][C:25]2[CH:26]=[C:27]3[C:31](=[CH:32][CH:33]=2)[N:30]([CH2:34][C:35]2[CH:40]=[CH:39][CH:38]=[C:37]([F:41])[CH:36]=2)[N:29]=[CH:28]3)[N:19]=[CH:18][N:17]=1. Product: [CH2:6]([O:5][C:1](=[O:4])[CH2:2][S:3][C:16]1[C:21]([C:22]#[N:23])=[C:20]([NH:24][C:25]2[CH:26]=[C:27]3[C:31](=[CH:32][CH:33]=2)[N:30]([CH2:34][C:35]2[CH:40]=[CH:39][CH:38]=[C:37]([F:41])[CH:36]=2)[N:29]=[CH:28]3)[N:19]=[CH:18][N:17]=1)[CH3:7]. The catalyst class is: 1. (7) Reactant: C([O:4][C@@H:5]1[C@@H:27]([O:28]C(=O)C)[C@H:26]([O:32]C(=O)C)[C@@H:25]([CH2:36][O:37]C(=O)C)[O:24][C@H:6]1[O:7][C:8]1[CH:13]=[CH:12][CH:11]=[CH:10][C:9]=1[CH2:14][C:15]1[CH:20]=[CH:19][C:18]([N:21]([CH3:23])[CH3:22])=[CH:17][CH:16]=1)(=O)C.C[O-].[Na+]. Product: [O:7]([C:8]1[CH:13]=[CH:12][CH:11]=[CH:10][C:9]=1[CH2:14][C:15]1[CH:16]=[CH:17][C:18]([N:21]([CH3:22])[CH3:23])=[CH:19][CH:20]=1)[C@@H:6]1[O:24][C@H:25]([CH2:36][OH:37])[C@@H:26]([OH:32])[C@H:27]([OH:28])[C@H:5]1[OH:4]. The catalyst class is: 111.